This data is from Peptide-MHC class I binding affinity with 185,985 pairs from IEDB/IMGT. The task is: Regression. Given a peptide amino acid sequence and an MHC pseudo amino acid sequence, predict their binding affinity value. This is MHC class I binding data. (1) The peptide sequence is REMGIVDLL. The MHC is HLA-B57:01 with pseudo-sequence HLA-B57:01. The binding affinity (normalized) is 0.0847. (2) The peptide sequence is RNSVLSGKK. The MHC is HLA-A11:01 with pseudo-sequence HLA-A11:01. The binding affinity (normalized) is 0.263. (3) The peptide sequence is MLDQFGVSY. The MHC is HLA-A31:01 with pseudo-sequence HLA-A31:01. The binding affinity (normalized) is 0.0847. (4) The peptide sequence is LIKTILASY. The MHC is HLA-A31:01 with pseudo-sequence HLA-A31:01. The binding affinity (normalized) is 0.176. (5) The peptide sequence is APPYDINQML. The MHC is Mamu-A01 with pseudo-sequence Mamu-A01. The binding affinity (normalized) is 0.416. (6) The peptide sequence is RRIFDLIEL. The MHC is HLA-A02:02 with pseudo-sequence HLA-A02:02. The binding affinity (normalized) is 0.115. (7) The binding affinity (normalized) is 0.765. The MHC is HLA-A02:06 with pseudo-sequence HLA-A02:06. The peptide sequence is KLTPLCVTL.